Dataset: Forward reaction prediction with 1.9M reactions from USPTO patents (1976-2016). Task: Predict the product of the given reaction. (1) Given the reactants Br[C:2]1[CH:7]=[CH:6][CH:5]=[C:4]([Br:8])[N:3]=1.[NH:9]1[CH2:13][CH2:12][CH2:11][CH2:10]1, predict the reaction product. The product is: [Br:8][C:4]1[CH:5]=[CH:6][CH:7]=[C:2]([N:9]2[CH2:13][CH2:12][CH2:11][CH2:10]2)[N:3]=1. (2) Given the reactants Br[C:2]1[CH:3]=[C:4]([C:9]2[N:10]=[C:11](SC)[N:12]=[N:13][CH:14]=2)[CH:5]=[CH:6][C:7]=1[F:8].C([Sn](CCCC)(CCCC)[C:22]1[CH:27]=[CH:26][CH:25]=[CH:24][N:23]=1)CCC.[Cl-].[Li+], predict the reaction product. The product is: [F:8][C:7]1[CH:6]=[CH:5][C:4]([C:9]2[N:10]=[C:11]([C:22]3[CH:27]=[CH:26][CH:25]=[CH:24][N:23]=3)[N:12]=[N:13][CH:14]=2)=[CH:3][C:2]=1[C:24]1[CH:25]=[CH:26][CH:27]=[CH:22][N:23]=1. (3) Given the reactants [CH3:1][C:2]1([C:8]([O:10]CC2C=CC=CC=2)=[O:9])[CH:7]=[CH:6][CH2:5][O:4][CH2:3]1, predict the reaction product. The product is: [CH3:1][C:2]1([C:8]([OH:10])=[O:9])[CH2:7][CH2:6][CH2:5][O:4][CH2:3]1. (4) Given the reactants [Cl:1][C:2]1[CH:7]=[CH:6][C:5]([S:8][CH2:9][CH:10](OCC)OCC)=[CH:4][CH:3]=1, predict the reaction product. The product is: [Cl:1][C:2]1[CH:3]=[CH:4][C:5]2[S:8][CH:9]=[CH:10][C:6]=2[CH:7]=1. (5) Given the reactants Br[C:2]1[CH:7]=[CH:6][N:5]=[C:4]2[N:8]([S:24]([C:27]3[CH:32]=[CH:31][CH:30]=[CH:29][CH:28]=3)(=[O:26])=[O:25])[C:9]([C:11]3[CH:16]=[CH:15][C:14]([CH2:17][CH2:18][N:19]4[CH2:23][CH2:22][CH2:21][CH2:20]4)=[CH:13][CH:12]=3)=[CH:10][C:3]=12.Br[C:34]1[C:35]([C:41]2[CH:46]=[CH:45][C:44]([NH:47][C:48](=[O:52])[N:49]([CH3:51])[CH3:50])=[CH:43][CH:42]=2)=[N:36][N:37]([CH2:39][CH3:40])[CH:38]=1, predict the reaction product. The product is: [CH2:39]([N:37]1[CH:38]=[C:34]([C:2]2[CH:7]=[CH:6][N:5]=[C:4]3[N:8]([S:24]([C:27]4[CH:32]=[CH:31][CH:30]=[CH:29][CH:28]=4)(=[O:25])=[O:26])[C:9]([C:11]4[CH:16]=[CH:15][C:14]([CH2:17][CH2:18][N:19]5[CH2:23][CH2:22][CH2:21][CH2:20]5)=[CH:13][CH:12]=4)=[CH:10][C:3]=23)[C:35]([C:41]2[CH:46]=[CH:45][C:44]([NH:47][C:48](=[O:52])[N:49]([CH3:51])[CH3:50])=[CH:43][CH:42]=2)=[N:36]1)[CH3:40].